Dataset: Full USPTO retrosynthesis dataset with 1.9M reactions from patents (1976-2016). Task: Predict the reactants needed to synthesize the given product. (1) Given the product [CH3:63][N:2]([CH3:1])[CH2:3][CH2:4][CH2:5][C:6]([O:8][CH:9]([CH2:45][CH2:46][CH2:47][CH2:48][CH2:49][CH2:50][CH2:51][CH2:52]/[CH:53]=[CH:54]\[CH2:55]/[CH:56]=[CH:57]\[CH2:58][CH2:59][CH2:60][CH2:61][CH3:62])[CH2:10][CH2:11][CH2:12][CH2:13][CH2:14][CH2:15][CH2:16][CH2:17]/[CH:18]=[CH:19]\[CH2:20][C@H:21]([OH:27])[CH2:22][CH2:23][CH2:24][CH2:25][CH3:26])=[O:7], predict the reactants needed to synthesize it. The reactants are: [CH3:1][N:2]([CH3:63])[CH2:3][CH2:4][CH2:5][C:6]([O:8][CH:9]([CH2:45][CH2:46][CH2:47][CH2:48][CH2:49][CH2:50][CH2:51][CH2:52]/[CH:53]=[CH:54]\[CH2:55]/[CH:56]=[CH:57]\[CH2:58][CH2:59][CH2:60][CH2:61][CH3:62])[CH2:10][CH2:11][CH2:12][CH2:13][CH2:14][CH2:15][CH2:16][CH2:17]/[CH:18]=[CH:19]\[CH2:20][C@H:21]([O:27][Si](C(C)(C)C)(C1C=CC=CC=1)C1C=CC=CC=1)[CH2:22][CH2:23][CH2:24][CH2:25][CH3:26])=[O:7].CO.C(Cl)Cl. (2) Given the product [CH3:11][O:12][C:13]1[CH:22]=[CH:21][C:20]2[C:15](=[CH:16][CH:17]=[CH:18][CH:19]=2)[C:14]=1[C:23]1[O:1][N:2]=[C:3]([C:5]2[CH:10]=[CH:9][CH:8]=[CH:7][N:6]=2)[N:4]=1, predict the reactants needed to synthesize it. The reactants are: [OH:1][NH:2][C:3]([C:5]1[CH:10]=[CH:9][CH:8]=[CH:7][N:6]=1)=[NH:4].[CH3:11][O:12][C:13]1[CH:22]=[CH:21][C:20]2[C:15](=[CH:16][CH:17]=[CH:18][CH:19]=2)[C:14]=1[C:23](O)=O. (3) Given the product [CH3:1][C:2]1[CH:3]=[C:4]([CH:5]=[C:6]([CH3:8])[CH:7]=1)[O:9][CH2:11][CH:12]([OH:15])[CH2:13][OH:14], predict the reactants needed to synthesize it. The reactants are: [CH3:1][C:2]1[CH:3]=[C:4]([OH:9])[CH:5]=[C:6]([CH3:8])[CH:7]=1.Cl[CH2:11][CH:12]([OH:15])[CH2:13][OH:14].